Predict the reactants needed to synthesize the given product. From a dataset of Full USPTO retrosynthesis dataset with 1.9M reactions from patents (1976-2016). Given the product [CH2:25]([O:27][C:28](=[O:41])[C@@H:29]([O:39][CH3:40])[CH2:30][C:31]1[CH:36]=[CH:35][C:34]([OH:37])=[C:33]([Cl:38])[CH:32]=1)[CH3:26], predict the reactants needed to synthesize it. The reactants are: C(OC(=O)C(OC)CC1C=CC(O)=CC=1)C.ClN1C(=O)CCC1=O.[CH2:25]([O:27][C:28](=[O:41])[CH:29]([O:39][CH3:40])[CH2:30][C:31]1[CH:36]=[CH:35][C:34]([OH:37])=[C:33]([Cl:38])[CH:32]=1)[CH3:26].C(OC(=O)C(OC)CC1C=C(Cl)C(O)=C(Cl)C=1)C.